This data is from Forward reaction prediction with 1.9M reactions from USPTO patents (1976-2016). The task is: Predict the product of the given reaction. (1) Given the reactants [NH2:1][CH:2]([C:6]1[CH:11]=[CH:10][C:9]([O:12][CH2:13][CH2:14][O:15][CH3:16])=[CH:8][CH:7]=1)[C:3]([NH2:5])=[O:4].[C:17]1(=O)[CH2:22][CH2:21][CH2:20][CH2:19][CH2:18]1, predict the reaction product. The product is: [CH3:16][O:15][CH2:14][CH2:13][O:12][C:9]1[CH:10]=[CH:11][C:6]([CH:2]2[NH:1][C:17]3([CH2:22][CH2:21][CH2:20][CH2:19][CH2:18]3)[NH:5][C:3]2=[O:4])=[CH:7][CH:8]=1. (2) The product is: [ClH:47].[F:8][C:4]1[CH:5]=[CH:6][CH:7]=[C:2]([F:1])[C:3]=1[C:9]1[C:10]([O:21][C:22]2[CH:36]=[CH:35][C:25]([O:26][CH2:27][CH2:28][N:29]3[CH2:30][CH2:31][CH2:32][CH2:33][CH2:34]3)=[CH:24][CH:23]=2)=[C:11]2[C:16](=[CH:17][CH:18]=1)[CH:15]=[C:14]([OH:19])[CH:13]=[CH:12]2. Given the reactants [F:1][C:2]1[CH:7]=[CH:6][CH:5]=[C:4]([F:8])[C:3]=1[C:9]1[CH:18]=[CH:17][C:16]2[C:11](=[CH:12][CH:13]=[C:14]([O:19]C)[CH:15]=2)[C:10]=1[O:21][C:22]1[CH:36]=[CH:35][C:25]([O:26][CH2:27][CH2:28][N:29]2[CH2:34][CH2:33][CH2:32][CH2:31][CH2:30]2)=[CH:24][CH:23]=1.B(Br)(Br)Br.C(=O)(O)[O-].[Na+].C(Cl)(Cl)[Cl:47].C(O)(C)C, predict the reaction product. (3) Given the reactants [NH:1]([C:8]1[N:9]([C:21]2[CH:26]=[CH:25][CH:24]=[CH:23][CH:22]=2)[C:10]2[C:15]([C:16](=[O:18])[CH:17]=1)=[CH:14][C:13](Br)=[C:12]([CH3:20])[N:11]=2)[C:2]1[CH:7]=[CH:6][CH:5]=[CH:4][CH:3]=1.[Li][CH2:28]CCC.CI, predict the reaction product. The product is: [NH:1]([C:8]1[N:9]([C:21]2[CH:26]=[CH:25][CH:24]=[CH:23][CH:22]=2)[C:10]2[C:15]([C:16](=[O:18])[CH:17]=1)=[CH:14][C:13]([CH3:28])=[C:12]([CH3:20])[N:11]=2)[C:2]1[CH:7]=[CH:6][CH:5]=[CH:4][CH:3]=1. (4) Given the reactants C([O:8][C:9]1[C:10]([O:27][CH2:28][CH:29]2[CH2:31][CH2:30]2)=[C:11]([C:15]([C:17]2[C:25]3[C:20](=[N:21][CH:22]=[C:23]([Cl:26])[CH:24]=3)[NH:19][CH:18]=2)=[O:16])[CH:12]=[CH:13][CH:14]=1)C1C=CC=CC=1, predict the reaction product. The product is: [Cl:26][C:23]1[CH:24]=[C:25]2[C:17]([C:15]([C:11]3[CH:12]=[CH:13][CH:14]=[C:9]([OH:8])[C:10]=3[O:27][CH2:28][CH:29]3[CH2:31][CH2:30]3)=[O:16])=[CH:18][NH:19][C:20]2=[N:21][CH:22]=1.